This data is from NCI-60 drug combinations with 297,098 pairs across 59 cell lines. The task is: Regression. Given two drug SMILES strings and cell line genomic features, predict the synergy score measuring deviation from expected non-interaction effect. (1) Drug 1: CC1C(C(=O)NC(C(=O)N2CCCC2C(=O)N(CC(=O)N(C(C(=O)O1)C(C)C)C)C)C(C)C)NC(=O)C3=C4C(=C(C=C3)C)OC5=C(C(=O)C(=C(C5=N4)C(=O)NC6C(OC(=O)C(N(C(=O)CN(C(=O)C7CCCN7C(=O)C(NC6=O)C(C)C)C)C)C(C)C)C)N)C. Drug 2: CCC1=C2CN3C(=CC4=C(C3=O)COC(=O)C4(CC)O)C2=NC5=C1C=C(C=C5)O. Cell line: HCT116. Synergy scores: CSS=55.3, Synergy_ZIP=2.75, Synergy_Bliss=5.06, Synergy_Loewe=-40.7, Synergy_HSA=1.90. (2) Drug 1: C1CCC(C1)C(CC#N)N2C=C(C=N2)C3=C4C=CNC4=NC=N3. Drug 2: CN(C(=O)NC(C=O)C(C(C(CO)O)O)O)N=O. Cell line: NCI-H460. Synergy scores: CSS=-5.94, Synergy_ZIP=-0.123, Synergy_Bliss=-6.28, Synergy_Loewe=-7.51, Synergy_HSA=-6.83.